Predict the reaction yield, written as a fraction of the theoretical maximum amount of product (1.0 means a 100% yield; for example, 0.34 means a 34% yield). From a dataset of Reaction yield outcomes from USPTO patents with 853,638 reactions. (1) The reactants are C([O:3][C:4]([C:6]1[CH:7]=[C:8]([F:33])[C:9]([N:17]2[CH2:25][C@@H:24]3[C@@H:19]([N:20]([C:26]([O:28][C:29]([CH3:32])([CH3:31])[CH3:30])=[O:27])[CH2:21][CH2:22][CH2:23]3)[CH2:18]2)=[C:10]2[C:14]=1[NH:13][C:12]([CH3:15])=[C:11]2[CH3:16])=[O:5])C.[OH-].[Na+].Cl. The catalyst is C1COCC1.CO. The product is [C:29]([O:28][C:26]([N:20]1[CH2:21][CH2:22][CH2:23][C@@H:24]2[CH2:25][N:17]([C:9]3[C:8]([F:33])=[CH:7][C:6]([C:4]([OH:5])=[O:3])=[C:14]4[C:10]=3[C:11]([CH3:16])=[C:12]([CH3:15])[NH:13]4)[CH2:18][C@H:19]12)=[O:27])([CH3:32])([CH3:31])[CH3:30]. The yield is 0.850. (2) The reactants are [Br:1][C:2]1[CH:3]=[CH:4][C:5]2[C@@H:15]3[C@:11]([CH3:16])([CH2:12][NH:13][CH2:14]3)[O:10][CH2:9][C:6]=2[C:7]=1[Cl:8].C=O.[C:19](O[BH-](OC(=O)C)OC(=O)C)(=O)C.[Na+]. The catalyst is C(Cl)Cl.C(O)(=O)C.C([O-])([O-])=O.[Na+].[Na+]. The product is [Br:1][C:2]1[CH:3]=[CH:4][C:5]2[C@@H:15]3[C@:11]([CH3:16])([CH2:12][N:13]([CH3:19])[CH2:14]3)[O:10][CH2:9][C:6]=2[C:7]=1[Cl:8]. The yield is 0.330. (3) The reactants are [F:1][C:2]1[CH:7]=[CH:6][C:5]([C:8]2[O:9][CH:10]=[C:11]([C:13]([CH3:17])([CH3:16])[CH2:14][NH2:15])[N:12]=2)=[CH:4][CH:3]=1.[F:18][C:19]([F:37])([F:36])[C:20]([C:22]1[O:26][CH:25]=[C:24]([C:27]2[CH:28]=[C:29]([CH:33]=[CH:34][CH:35]=2)[C:30](O)=[O:31])[CH:23]=1)=[O:21]. No catalyst specified. The product is [F:1][C:2]1[CH:3]=[CH:4][C:5]([C:8]2[O:9][CH:10]=[C:11]([C:13]([CH3:17])([CH3:16])[CH2:14][NH:15][C:30](=[O:31])[C:29]3[CH:33]=[CH:34][CH:35]=[C:27]([C:24]4[CH:23]=[C:22]([C:20](=[O:21])[C:19]([F:18])([F:36])[F:37])[O:26][CH:25]=4)[CH:28]=3)[N:12]=2)=[CH:6][CH:7]=1. The yield is 0.140.